From a dataset of NCI-60 drug combinations with 297,098 pairs across 59 cell lines. Regression. Given two drug SMILES strings and cell line genomic features, predict the synergy score measuring deviation from expected non-interaction effect. (1) Drug 1: CC(CN1CC(=O)NC(=O)C1)N2CC(=O)NC(=O)C2. Drug 2: C1=NC2=C(N1)C(=S)N=C(N2)N. Cell line: HL-60(TB). Synergy scores: CSS=63.9, Synergy_ZIP=-1.85, Synergy_Bliss=-3.41, Synergy_Loewe=-5.07, Synergy_HSA=-0.433. (2) Drug 1: C1=C(C(=O)NC(=O)N1)F. Drug 2: CN1C2=C(C=C(C=C2)N(CCCl)CCCl)N=C1CCCC(=O)O.Cl. Cell line: COLO 205. Synergy scores: CSS=60.0, Synergy_ZIP=-2.23, Synergy_Bliss=-7.06, Synergy_Loewe=-13.0, Synergy_HSA=-8.88. (3) Drug 1: CC1=C(C=C(C=C1)NC2=NC=CC(=N2)N(C)C3=CC4=NN(C(=C4C=C3)C)C)S(=O)(=O)N.Cl. Drug 2: CC1CCC2CC(C(=CC=CC=CC(CC(C(=O)C(C(C(=CC(C(=O)CC(OC(=O)C3CCCCN3C(=O)C(=O)C1(O2)O)C(C)CC4CCC(C(C4)OC)O)C)C)O)OC)C)C)C)OC. Cell line: SR. Synergy scores: CSS=42.6, Synergy_ZIP=9.00, Synergy_Bliss=3.63, Synergy_Loewe=-1.69, Synergy_HSA=4.88.